From a dataset of Full USPTO retrosynthesis dataset with 1.9M reactions from patents (1976-2016). Predict the reactants needed to synthesize the given product. (1) Given the product [NH2:23][C:18]1[N:19]=[C:20]([NH2:22])[C:21]2[C:13]([CH2:12][CH2:11][CH2:10][C:8]3[CH:9]=[C:5]([C:3]([OH:4])=[O:2])[S:6][CH:7]=3)=[CH:14][O:15][C:16]=2[N:17]=1, predict the reactants needed to synthesize it. The reactants are: C[O:2][C:3]([C:5]1[S:6][CH:7]=[C:8]([CH2:10][CH2:11][CH2:12][C:13]2[C:21]3[C:20]([NH2:22])=[N:19][C:18]([NH2:23])=[N:17][C:16]=3[O:15][CH:14]=2)[CH:9]=1)=[O:4].[OH-].[Na+].C(Cl)(Cl)Cl.CO. (2) Given the product [Br:1][C:2]1[CH:18]=[CH:17][C:5]([C:6]([C:8]2[CH:13]=[CH:12][C:11]([N:14]([CH3:16])[CH3:15])=[CH:10][CH:9]=2)=[CH2:19])=[CH:4][CH:3]=1, predict the reactants needed to synthesize it. The reactants are: [Br:1][C:2]1[CH:18]=[CH:17][C:5]([C:6]([C:8]2[CH:13]=[CH:12][C:11]([N:14]([CH3:16])[CH3:15])=[CH:10][CH:9]=2)=O)=[CH:4][CH:3]=1.[CH3:19][Mg]Br.[NH4+].[Cl-].O.C1(C)C=CC(S(O)(=O)=O)=CC=1.C(=O)(O)[O-].[K+]. (3) Given the product [F:1][C:2]1[CH:7]=[CH:6][N:5]2[C:8]([C:11]([OH:13])=[O:12])=[CH:9][N:10]=[C:4]2[CH:3]=1, predict the reactants needed to synthesize it. The reactants are: [F:1][C:2]1[CH:7]=[CH:6][N:5]2[C:8]([C:11]([O:13]CC)=[O:12])=[CH:9][N:10]=[C:4]2[CH:3]=1.O1CCCC1.C(O)C.O.[OH-].[Li+]. (4) The reactants are: [C:1]([O:5][C:6](=[O:20])[NH:7][C:8]1[CH:9]=[N:10][C:11]([C:14]2[CH:19]=[CH:18][CH:17]=[CH:16][CH:15]=2)=[CH:12][CH:13]=1)([CH3:4])([CH3:3])[CH3:2].CN(CCN(C)C)C.[Li]CCCC.[I:34]I. Given the product [C:1]([O:5][C:6](=[O:20])[NH:7][C:8]1[CH:9]=[N:10][C:11]([C:14]2[CH:15]=[CH:16][CH:17]=[CH:18][CH:19]=2)=[CH:12][C:13]=1[I:34])([CH3:4])([CH3:2])[CH3:3], predict the reactants needed to synthesize it. (5) Given the product [CH3:1][O:2][C:3]([C:5]1[S:6][C:7]([S:21][CH3:22])=[C:8]([S:10]([C:13]2[CH:14]=[N:15][C:16]([NH:30][CH2:29][CH2:28][C:26]3[NH:25][CH:24]=[N:23][CH:27]=3)=[C:17]([Br:19])[CH:18]=2)(=[O:12])=[O:11])[CH:9]=1)=[O:4], predict the reactants needed to synthesize it. The reactants are: [CH3:1][O:2][C:3]([C:5]1[S:6][C:7]([S:21][CH3:22])=[C:8]([S:10]([C:13]2[CH:14]=[N:15][C:16](Cl)=[C:17]([Br:19])[CH:18]=2)(=[O:12])=[O:11])[CH:9]=1)=[O:4].[N:23]1[CH:27]=[C:26]([CH2:28][CH2:29][NH2:30])[NH:25][CH:24]=1.C(N(C(C)C)CC)(C)C.C1COCC1. (6) Given the product [F:25][C:19]1[CH:3]=[C:2]([CH:7]=[C:6]([I:17])[C:5]=1[CH3:4])[C:1]([OH:9])=[O:8], predict the reactants needed to synthesize it. The reactants are: [C:1]([OH:9])(=[O:8])[C:2]1[CH:7]=[CH:6][CH:5]=[CH:4][CH:3]=1.C1C(=O)N([I:17])C(=O)C1.F[C:19]([F:25])(F)S(O)(=O)=O.